From a dataset of NCI-60 drug combinations with 297,098 pairs across 59 cell lines. Regression. Given two drug SMILES strings and cell line genomic features, predict the synergy score measuring deviation from expected non-interaction effect. (1) Drug 1: C1C(C(OC1N2C=NC3=C(N=C(N=C32)Cl)N)CO)O. Drug 2: CN(CCCl)CCCl.Cl. Cell line: CAKI-1. Synergy scores: CSS=27.9, Synergy_ZIP=-8.25, Synergy_Bliss=-0.124, Synergy_Loewe=0.264, Synergy_HSA=2.66. (2) Drug 1: COC1=CC(=CC(=C1O)OC)C2C3C(COC3=O)C(C4=CC5=C(C=C24)OCO5)OC6C(C(C7C(O6)COC(O7)C8=CC=CS8)O)O. Drug 2: C1CN(P(=O)(OC1)NCCCl)CCCl. Cell line: T-47D. Synergy scores: CSS=30.4, Synergy_ZIP=-9.77, Synergy_Bliss=-3.89, Synergy_Loewe=-70.3, Synergy_HSA=-3.94. (3) Drug 1: COC1=C(C=C2C(=C1)N=CN=C2NC3=CC(=C(C=C3)F)Cl)OCCCN4CCOCC4. Synergy scores: CSS=16.2, Synergy_ZIP=-5.10, Synergy_Bliss=-1.69, Synergy_Loewe=-15.2, Synergy_HSA=-3.05. Drug 2: CC1=CC2C(CCC3(C2CCC3(C(=O)C)OC(=O)C)C)C4(C1=CC(=O)CC4)C. Cell line: 786-0. (4) Drug 1: C1C(C(OC1N2C=NC3=C2NC=NCC3O)CO)O. Drug 2: COCCOC1=C(C=C2C(=C1)C(=NC=N2)NC3=CC=CC(=C3)C#C)OCCOC.Cl. Cell line: K-562. Synergy scores: CSS=0.509, Synergy_ZIP=1.11, Synergy_Bliss=-1.66, Synergy_Loewe=-9.42, Synergy_HSA=-8.52. (5) Drug 1: C1CCC(C1)C(CC#N)N2C=C(C=N2)C3=C4C=CNC4=NC=N3. Drug 2: CC1=CC=C(C=C1)C2=CC(=NN2C3=CC=C(C=C3)S(=O)(=O)N)C(F)(F)F. Cell line: HL-60(TB). Synergy scores: CSS=-10.1, Synergy_ZIP=6.90, Synergy_Bliss=1.49, Synergy_Loewe=-7.48, Synergy_HSA=-9.93.